From a dataset of Full USPTO retrosynthesis dataset with 1.9M reactions from patents (1976-2016). Predict the reactants needed to synthesize the given product. (1) The reactants are: [CH3:1][O:2][C:3]1[CH:8]=[CH:7][C:6]([CH2:9]O)=[CH:5][C:4]=1[CH3:11].[Cl:12]C(Cl)(Cl)C(Cl)(Cl)Cl.C1(P(C2C=CC=CC=2)C2C=CC=CC=2)C=CC=CC=1. Given the product [CH3:1][O:2][C:3]1[CH:8]=[CH:7][C:6]([CH2:9][Cl:12])=[CH:5][C:4]=1[CH3:11], predict the reactants needed to synthesize it. (2) Given the product [CH3:8][C:5]1[CH:4]=[C:3]2[C:2](=[CH:7][CH:6]=1)[NH:1][C:11]1[C:12](=[O:17])[CH2:13][CH2:14][CH2:15][C:16]2=1, predict the reactants needed to synthesize it. The reactants are: [NH2:1][C:2]1[CH:7]=[CH:6][C:5]([CH3:8])=[CH:4][CH:3]=1.OC=[C:11]1[CH2:16][CH2:15][CH2:14][CH2:13][C:12]1=[O:17]. (3) Given the product [C:1]([C:3]1[CH:4]=[CH:5][C:6]([CH2:7][C@@:8]23[CH2:15][C@@H:14]([O:16][S:39]([CH3:38])(=[O:41])=[O:40])[CH2:13][N:12]2[C:11](=[O:17])[N:10]([C:18]2[CH:23]=[C:22]([Cl:24])[CH:21]=[C:20]([Cl:25])[CH:19]=2)[C:9]3=[O:26])=[CH:27][CH:28]=1)#[N:2], predict the reactants needed to synthesize it. The reactants are: [C:1]([C:3]1[CH:28]=[CH:27][C:6]([CH2:7][C@@:8]23[CH2:15][C@@H:14]([OH:16])[CH2:13][N:12]2[C:11](=[O:17])[N:10]([C:18]2[CH:23]=[C:22]([Cl:24])[CH:21]=[C:20]([Cl:25])[CH:19]=2)[C:9]3=[O:26])=[CH:5][CH:4]=1)#[N:2].CCN(C(C)C)C(C)C.[CH3:38][S:39](Cl)(=[O:41])=[O:40]. (4) Given the product [CH:4]1[C:5]2[NH:6][C:7]3[C:12](=[CH:11][CH:10]=[CH:9][CH:8]=3)[C:13]=2[CH:14]=[C:2]([C:15]#[N:16])[CH:3]=1, predict the reactants needed to synthesize it. The reactants are: Br[C:2]1[CH:3]=[CH:4][C:5]2[NH:6][C:7]3[C:12]([C:13]=2[CH:14]=1)=[CH:11][CH:10]=[CH:9][CH:8]=3.[C:15]([Cu])#[N:16].O.